Task: Predict the reactants needed to synthesize the given product.. Dataset: Full USPTO retrosynthesis dataset with 1.9M reactions from patents (1976-2016) (1) Given the product [F:37][C:33]1[CH:32]=[C:31]([C:5]2[C:4]3[C:8](=[C:9]([CH3:11])[CH:10]=[C:2]([C:42]#[N:39])[CH:3]=3)[NH:7][N:6]=2)[CH:36]=[CH:35][CH:34]=1, predict the reactants needed to synthesize it. The reactants are: Br[C:2]1[CH:3]=[C:4]2[C:8](=[C:9]([CH3:11])[CH:10]=1)[N:7](C(C1C=CC=CC=1)(C1C=CC=CC=1)C1C=CC=CC=1)[N:6]=[C:5]2[C:31]1[CH:36]=[CH:35][CH:34]=[C:33]([F:37])[CH:32]=1.C[N:39]([CH3:42])C=O. (2) Given the product [Br:1][C:2]1[CH:10]=[CH:9][C:5]([C:6]([O:8][CH3:17])=[O:7])=[C:4]([CH3:11])[CH:3]=1, predict the reactants needed to synthesize it. The reactants are: [Br:1][C:2]1[CH:10]=[CH:9][C:5]([C:6]([OH:8])=[O:7])=[C:4]([CH3:11])[CH:3]=1.S(=O)(=O)(O)O.[CH3:17]O. (3) The reactants are: [Si]([O:8][C:9]1[CH:14]=[C:13]([CH3:15])[C:12]([C:16]2[CH:21]=[CH:20][CH:19]=[C:18]([CH2:22][O:23][C:24]3[CH:29]=[CH:28][C:27]([CH2:30][CH2:31][C:32]([O:34][C:35]([CH3:38])([CH3:37])[CH3:36])=[O:33])=[CH:26][CH:25]=3)[CH:17]=2)=[C:11]([CH3:39])[CH:10]=1)(C(C)(C)C)(C)C.[F-].C([N+](CCCC)(CCCC)CCCC)CCC. Given the product [OH:8][C:9]1[CH:10]=[C:11]([CH3:39])[C:12]([C:16]2[CH:21]=[CH:20][CH:19]=[C:18]([CH2:22][O:23][C:24]3[CH:29]=[CH:28][C:27]([CH2:30][CH2:31][C:32]([O:34][C:35]([CH3:37])([CH3:36])[CH3:38])=[O:33])=[CH:26][CH:25]=3)[CH:17]=2)=[C:13]([CH3:15])[CH:14]=1, predict the reactants needed to synthesize it. (4) Given the product [NH2:15][CH2:19][C@H:20]([NH:27][C:8]([C:4]1[S:5][CH:6]=[C:2]([C:36]2[N:32]([CH3:29])[N:46]=[CH:38][CH:37]=2)[CH:3]=1)=[O:10])[C:21]1[CH:22]=[CH:23][CH:24]=[CH:25][CH:26]=1, predict the reactants needed to synthesize it. The reactants are: Br[C:2]1[CH:3]=[C:4]([C:8]([OH:10])=O)[S:5][C:6]=1Br.CC([N:15]([CH2:19][C@H:20]([NH2:27])[C:21]1[CH:26]=[CH:25][CH:24]=[CH:23][CH:22]=1)C(=O)[O-])(C)C.C[C:29]([N:32]([CH2:36][CH2:37][CH:38]([NH2:46])CC1C=CC=CC=1)C(=O)[O-])(C)C. (5) The reactants are: O.Cl.[N+:3]([C:6]1[CH:7]=[C:8]2[C:12](=[CH:13][CH:14]=1)[N:11]([CH2:15][O:16][CH2:17][CH2:18][Si:19]([CH3:22])([CH3:21])[CH3:20])[N:10]=[C:9]2[C:23]#[C:24][C:25]1[CH:30]=[CH:29][CH:28]=[CH:27][CH:26]=1)([O-])=O. Given the product [NH2:3][C:6]1[CH:7]=[C:8]2[C:12](=[CH:13][CH:14]=1)[N:11]([CH2:15][O:16][CH2:17][CH2:18][Si:19]([CH3:22])([CH3:20])[CH3:21])[N:10]=[C:9]2[C:23]#[C:24][C:25]1[CH:26]=[CH:27][CH:28]=[CH:29][CH:30]=1, predict the reactants needed to synthesize it. (6) The reactants are: P([O-])([O-])([O-])=O.[K+].[K+].[K+].Cl[C:10]1[CH:11]=[CH:12][C:13]2[N:19]3[CH2:20][C@H:16]([CH2:17][CH2:18]3)[N:15]([C:21]([NH:23][C:24]3[CH:29]=[N:28][CH:27]=[CH:26][N:25]=3)=[O:22])[C:14]=2[N:30]=1.[CH3:31][C:32]1[CH:37]=[C:36](B2OC(C)(C)C(C)(C)O2)[C:35]([CH3:47])=[CH:34][N:33]=1.CC(C1C=C(C(C)C)C(C2C=CC=CC=2P(C2CCCCC2)C2CCCCC2)=C(C(C)C)C=1)C. Given the product [CH3:31][C:32]1[CH:37]=[C:36]([C:10]2[CH:11]=[CH:12][C:13]3[N:19]4[CH2:20][C@H:16]([CH2:17][CH2:18]4)[N:15]([C:21]([NH:23][C:24]4[CH:29]=[N:28][CH:27]=[CH:26][N:25]=4)=[O:22])[C:14]=3[N:30]=2)[C:35]([CH3:47])=[CH:34][N:33]=1, predict the reactants needed to synthesize it. (7) Given the product [C:1]([C:5]1[CH:6]=[CH:7][C:8]2[N:9]([CH:11]=[C:12]([C@H:14]3[NH:17][C:16](=[O:25])[C@@H:15]3[CH3:26])[N:13]=2)[CH:10]=1)([CH3:4])([CH3:2])[CH3:3], predict the reactants needed to synthesize it. The reactants are: [C:1]([C:5]1[CH:6]=[CH:7][C:8]2[N:9]([CH:11]=[C:12]([C@H:14]3[N:17]([Si](C(C)(C)C)(C)C)[C:16](=[O:25])[C@@H:15]3[CH3:26])[N:13]=2)[CH:10]=1)([CH3:4])([CH3:3])[CH3:2].[F-].C([N+](CCCC)(CCCC)CCCC)CCC.